Dataset: Catalyst prediction with 721,799 reactions and 888 catalyst types from USPTO. Task: Predict which catalyst facilitates the given reaction. (1) Reactant: [CH2:1]([O:3][C:4]([C:6]([CH3:37])([O:8][C:9]1[CH:14]=[CH:13][C:12]([CH2:15][CH2:16][CH2:17][C:18]([NH:20][N:21]([CH2:28][C:29]2[CH:34]=[CH:33][C:32]([Cl:35])=[C:31]([Cl:36])[CH:30]=2)[C:22]([NH:24]CCC)=[O:23])=O)=[CH:11][CH:10]=1)[CH3:7])=[O:5])[CH3:2].C12(CS(O)(=O)=O)C(C)(C)C(CC1)CC2=O. Product: [Cl:36][C:31]1[CH:30]=[C:29]([CH:34]=[CH:33][C:32]=1[Cl:35])[CH2:28][N:21]1[C:22](=[O:23])[NH:24][C:18]([CH2:17][CH2:16][CH2:15][C:12]2[CH:13]=[CH:14][C:9]([O:8][C:6]([CH3:37])([CH3:7])[C:4]([O:3][CH2:1][CH3:2])=[O:5])=[CH:10][CH:11]=2)=[N:20]1. The catalyst class is: 13. (2) Reactant: [Cl:1][C:2]1[CH:7]=[CH:6][CH:5]=[CH:4][C:3]=1[C:8]1[N:9]([C:30]2[CH:35]=[CH:34][C:33]([Cl:36])=[CH:32][CH:31]=2)[C:10]2[C:15]([N:16]=1)=[C:14]([N:17]1[CH2:22][CH2:21][C:20]([C:24]3[CH:29]=[CH:28][CH:27]=[CH:26][CH:25]=3)([NH2:23])[CH2:19][CH2:18]1)[N:13]=[CH:12][N:11]=2.[CH3:37][S:38](Cl)(=[O:40])=[O:39].C(N(CC)CC)C. Product: [Cl:1][C:2]1[CH:7]=[CH:6][CH:5]=[CH:4][C:3]=1[C:8]1[N:9]([C:30]2[CH:31]=[CH:32][C:33]([Cl:36])=[CH:34][CH:35]=2)[C:10]2[C:15]([N:16]=1)=[C:14]([N:17]1[CH2:22][CH2:21][C:20]([NH:23][S:38]([CH3:37])(=[O:40])=[O:39])([C:24]3[CH:29]=[CH:28][CH:27]=[CH:26][CH:25]=3)[CH2:19][CH2:18]1)[N:13]=[CH:12][N:11]=2. The catalyst class is: 1. (3) Reactant: CCN(C(C)C)C(C)C.[CH:10]1([C:15]2[C:20]([C:21]([OH:23])=O)=[CH:19][N:18]=[C:17]([NH:24][C@H:25]3[CH2:29][CH2:28][O:27][CH2:26]3)[N:16]=2)[CH2:14][CH2:13][CH2:12][CH2:11]1.CN(C(ON1N=NC2C=CC=NC1=2)=[N+](C)C)C.F[P-](F)(F)(F)(F)F.Cl.[NH2:55][CH:56]1[CH:63]2[CH2:64][C:59]3([C:66]([O:68][CH3:69])=[O:67])[CH2:60][CH:61]([CH2:65][CH:57]1[CH2:58]3)[CH2:62]2. Product: [CH:10]1([C:15]2[C:20]([C:21]([NH:55][CH:56]3[CH:63]4[CH2:64][C:59]5([C:66]([O:68][CH3:69])=[O:67])[CH2:60][CH:61]([CH2:65][CH:57]3[CH2:58]5)[CH2:62]4)=[O:23])=[CH:19][N:18]=[C:17]([NH:24][C@H:25]3[CH2:29][CH2:28][O:27][CH2:26]3)[N:16]=2)[CH2:11][CH2:12][CH2:13][CH2:14]1. The catalyst class is: 3.